This data is from Catalyst prediction with 721,799 reactions and 888 catalyst types from USPTO. The task is: Predict which catalyst facilitates the given reaction. (1) Reactant: ClC(O[C:6](=[O:12])OC(Cl)(Cl)Cl)(Cl)Cl.[F:13][C:14]([F:23])([F:22])[C:15]1[N:20]=[C:19]([NH2:21])[CH:18]=[CH:17][CH:16]=1.C(N(CC)CC)C.[Br:31][C:32]1[CH:33]=[C:34]2[C:39](=[CH:40][CH:41]=1)[N:38]=[CH:37][CH:36]=[C:35]2[NH2:42]. Product: [Br:31][C:32]1[CH:33]=[C:34]2[C:39](=[CH:40][CH:41]=1)[N:38]=[CH:37][CH:36]=[C:35]2[NH:42][C:6]([NH:21][C:19]1[CH:18]=[CH:17][CH:16]=[C:15]([C:14]([F:13])([F:22])[F:23])[N:20]=1)=[O:12]. The catalyst class is: 4. (2) Reactant: [CH3:1][C:2]1[C:6]([C:7]2[CH:16]=[C:15]3[C:10]([C:11]([NH:18][CH2:19][CH:20]4[CH2:25][CH2:24][O:23][CH2:22][CH2:21]4)=[C:12]([NH2:17])[CH:13]=[N:14]3)=[CH:9][C:8]=2[O:26][CH3:27])=[C:5]([CH3:28])[O:4][N:3]=1.[CH2:29]([N:31]=[C:32]=S)[CH3:30].C(Cl)CCl. Product: [CH3:1][C:2]1[C:6]([C:7]2[C:8]([O:26][CH3:27])=[CH:9][C:10]3[C:11]4[N:18]([CH2:19][CH:20]5[CH2:21][CH2:22][O:23][CH2:24][CH2:25]5)[C:32]([NH:31][CH2:29][CH3:30])=[N:17][C:12]=4[CH:13]=[N:14][C:15]=3[CH:16]=2)=[C:5]([CH3:28])[O:4][N:3]=1. The catalyst class is: 92. (3) Reactant: C(=O)([O-])[O-:2].[K+].[K+].OO.[C:9]([O:13][C:14]([N:16]1[CH2:22][CH2:21][CH2:20][N:19]([C:23]2[N:31]([CH2:32][CH:33]=[C:34]([CH3:36])[CH3:35])[C:30]3[C:29](=[O:37])[N:28]([CH2:38][C:39]4[C:48]5[C:43](=[CH:44][CH:45]=[CH:46][CH:47]=5)[CH:42]=[CH:41][N:40]=4)[C:27](=[O:49])[N:26]([CH3:50])[C:25]=3[C:24]=2[C:51]#[N:52])[CH2:18][CH2:17]1)=[O:15])([CH3:12])([CH3:11])[CH3:10]. Product: [C:9]([O:13][C:14]([N:16]1[CH2:22][CH2:21][CH2:20][N:19]([C:23]2[N:31]([CH2:32][CH:33]=[C:34]([CH3:36])[CH3:35])[C:30]3[C:29](=[O:37])[N:28]([CH2:38][C:39]4[C:48]5[C:43](=[CH:44][CH:45]=[CH:46][CH:47]=5)[CH:42]=[CH:41][N:40]=4)[C:27](=[O:49])[N:26]([CH3:50])[C:25]=3[C:24]=2[C:51](=[O:2])[NH2:52])[CH2:18][CH2:17]1)=[O:15])([CH3:10])([CH3:11])[CH3:12]. The catalyst class is: 374.